Predict which catalyst facilitates the given reaction. From a dataset of Catalyst prediction with 721,799 reactions and 888 catalyst types from USPTO. Reactant: [CH2:1]([N:3]=[C:4]=[S:5])[CH3:2].[NH2:6][C:7]1[S:12][CH2:11][C:10]2[CH:13]=[CH:14][CH:15]=[CH:16][C:9]=2[N:8]=1.C(Cl)Cl. Product: [N:8]1[C:9]2[CH:16]=[CH:15][CH:14]=[CH:13][C:10]=2[CH2:11][S:12][C:7]=1[NH:6][C:4]([NH:3][CH2:1][CH3:2])=[S:5]. The catalyst class is: 11.